From a dataset of Reaction yield outcomes from USPTO patents with 853,638 reactions. Predict the reaction yield, written as a fraction of the theoretical maximum amount of product (1.0 means a 100% yield; for example, 0.34 means a 34% yield). The reactants are [NH2:1][C:2]1[N:7]=[CH:6][C:5]([CH2:8][N:9]2[C:17]3[C:12](=[CH:13][CH:14]=[CH:15][CH:16]=3)[C:11]3([C:29]4[C:20](=[CH:21][C:22]5[O:27][CH2:26][CH2:25][O:24][C:23]=5[CH:28]=4)[O:19][CH2:18]3)[C:10]2=[O:30])=[CH:4][CH:3]=1.COC(OC)[N:34]([CH3:36])C.Cl.N[OH:41]. The catalyst is CC(O)C. The product is [OH:41][N:34]=[CH:36][NH:1][C:2]1[CH:3]=[CH:4][C:5]([CH2:8][N:9]2[C:17]3[C:12](=[CH:13][CH:14]=[CH:15][CH:16]=3)[C:11]3([C:29]4[C:20](=[CH:21][C:22]5[O:27][CH2:26][CH2:25][O:24][C:23]=5[CH:28]=4)[O:19][CH2:18]3)[C:10]2=[O:30])=[CH:6][N:7]=1. The yield is 0.820.